From a dataset of Full USPTO retrosynthesis dataset with 1.9M reactions from patents (1976-2016). Predict the reactants needed to synthesize the given product. (1) Given the product [CH3:1][O:2][C:3](=[O:20])[CH2:4][C:5]1[C:10]([S:11][CH3:12])=[C:9]([N:13]2[CH2:18][CH2:17][O:16][CH2:15][CH2:14]2)[N:8]=[C:7]([C:29]2[CH:35]=[CH:34][C:32]([NH2:33])=[CH:31][CH:30]=2)[N:6]=1, predict the reactants needed to synthesize it. The reactants are: [CH3:1][O:2][C:3](=[O:20])[CH2:4][C:5]1[C:10]([S:11][CH3:12])=[C:9]([N:13]2[CH2:18][CH2:17][O:16][CH2:15][CH2:14]2)[N:8]=[C:7](Cl)[N:6]=1.CC1(C)C(C)(C)OB([C:29]2[CH:35]=[CH:34][C:32]([NH2:33])=[CH:31][CH:30]=2)O1.C([O-])([O-])=O.[Na+].[Na+]. (2) The reactants are: [CH:1]1([C:4]2[CH:5]=[CH:6][C:7]([C:15]([OH:17])=O)=[N:8][C:9]=2[O:10][CH2:11][CH:12]2[CH2:14][CH2:13]2)[CH2:3][CH2:2]1.Cl.[F:19][C:20]([F:29])([F:28])[C:21]1([CH2:26][OH:27])[CH2:25][CH2:24][NH:23][CH2:22]1. Given the product [CH:1]1([C:4]2[CH:5]=[CH:6][C:7]([C:15]([N:23]3[CH2:24][CH2:25][C:21]([CH2:26][OH:27])([C:20]([F:28])([F:29])[F:19])[CH2:22]3)=[O:17])=[N:8][C:9]=2[O:10][CH2:11][CH:12]2[CH2:13][CH2:14]2)[CH2:2][CH2:3]1, predict the reactants needed to synthesize it.